This data is from Peptide-MHC class II binding affinity with 134,281 pairs from IEDB. The task is: Regression. Given a peptide amino acid sequence and an MHC pseudo amino acid sequence, predict their binding affinity value. This is MHC class II binding data. (1) The peptide sequence is VDRDTARRHLAEGKV. The MHC is HLA-DQA10501-DQB10302 with pseudo-sequence HLA-DQA10501-DQB10302. The binding affinity (normalized) is 0.255. (2) The peptide sequence is LGASPYKLGPSPKAR. The MHC is DRB1_0301 with pseudo-sequence DRB1_0301. The binding affinity (normalized) is 0. (3) The peptide sequence is EKKYFAATQFVPLAA. The MHC is HLA-DPA10301-DPB10402 with pseudo-sequence HLA-DPA10301-DPB10402. The binding affinity (normalized) is 1.00. (4) The peptide sequence is GELQIVDKGDAAFKI. The MHC is DRB1_0404 with pseudo-sequence DRB1_0404. The binding affinity (normalized) is 0.446. (5) The peptide sequence is QVPLVQQQQYLGQQQP. The MHC is DRB1_0405 with pseudo-sequence DRB1_0405. The binding affinity (normalized) is 0.0655. (6) The peptide sequence is GKIDFLNNYALFLSP. The MHC is DRB4_0101 with pseudo-sequence DRB4_0103. The binding affinity (normalized) is 0.365. (7) The peptide sequence is GENGRKTRSAYERMC. The MHC is DRB4_0101 with pseudo-sequence DRB4_0103. The binding affinity (normalized) is 0.0322.